Dataset: Full USPTO retrosynthesis dataset with 1.9M reactions from patents (1976-2016). Task: Predict the reactants needed to synthesize the given product. (1) Given the product [CH3:1][N:2]1[C:3](=[O:35])[C:4]([NH:17][C:18]2[CH:23]=[CH:22][C:21]([N:24]3[CH2:29][CH2:28][N:27]([CH:30]4[CH2:33][O:32][CH2:31]4)[CH2:26][C@@H:25]3[CH3:34])=[CH:20][N:19]=2)=[CH:5][C:6]([C:37]2[CH:42]=[CH:41][N:40]=[C:39]([N:43]3[C:55](=[O:56])[C:54]4[S:53][C:52]5[CH2:51][CH2:50][CH2:49][CH2:48][C:47]=5[C:46]=4[CH:45]=[N:44]3)[C:38]=2[CH:57]=[O:58])=[CH:7]1, predict the reactants needed to synthesize it. The reactants are: [CH3:1][N:2]1[CH:7]=[C:6](B2OC(C)(C)C(C)(C)O2)[CH:5]=[C:4]([NH:17][C:18]2[CH:23]=[CH:22][C:21]([N:24]3[CH2:29][CH2:28][N:27]([CH:30]4[CH2:33][O:32][CH2:31]4)[CH2:26][C@@H:25]3[CH3:34])=[CH:20][N:19]=2)[C:3]1=[O:35].Cl[C:37]1[CH:42]=[CH:41][N:40]=[C:39]([N:43]2[C:55](=[O:56])[C:54]3[S:53][C:52]4[CH2:51][CH2:50][CH2:49][CH2:48][C:47]=4[C:46]=3[CH:45]=[N:44]2)[C:38]=1[CH:57]=[O:58].[O-]P([O-])([O-])=O.[K+].[K+].[K+].O.O.O.C([O-])(=O)C.[Na+]. (2) Given the product [N:11]1([C:15]2[N:23]([C:24]3[CH:25]=[CH:26][CH:27]=[CH:28][CH:29]=3)[C:18]3=[N:19][CH:20]=[CH:21][CH:22]=[C:17]3[C:16]=2[CH:30]=[O:31])[CH2:12][CH2:13][CH2:14][NH:8][CH2:9][CH2:10]1, predict the reactants needed to synthesize it. The reactants are: C(OC([N:8]1[CH2:14][CH2:13][CH2:12][N:11]([C:15]2[N:23]([C:24]3[CH:29]=[CH:28][CH:27]=[CH:26][CH:25]=3)[C:18]3=[N:19][CH:20]=[CH:21][CH:22]=[C:17]3[C:16]=2[CH:30]=[O:31])[CH2:10][CH2:9]1)=O)(C)(C)C.FC(F)(F)C(O)=O.C(#N)C.CCOCC. (3) Given the product [CH3:1][O:2][C:3]([NH:5][C@@H:6]([CH:25]([CH3:27])[CH3:26])[C:7]([N:9]1[C@H:10]([C:15]([O:17][CH2:18][C:19]2[CH:20]=[CH:21][CH:22]=[CH:23][CH:24]=2)=[O:16])[CH2:11][C:12]2([O:40][CH2:39][CH2:38][O:14]2)[CH2:13]1)=[O:8])=[O:4], predict the reactants needed to synthesize it. The reactants are: [CH3:1][O:2][C:3]([NH:5][C@@H:6]([CH:25]([CH3:27])[CH3:26])[C:7]([N:9]1[CH2:13][C:12](=[O:14])[CH2:11][C@H:10]1[C:15]([O:17][CH2:18][C:19]1[CH:24]=[CH:23][CH:22]=[CH:21][CH:20]=1)=[O:16])=[O:8])=[O:4].C1(C)C=CC(S(=O)=O)=CC=1.[CH2:38](O)[CH2:39][OH:40]. (4) Given the product [F:11][C:12]([F:20])([F:21])[C:13]1[CH:19]=[CH:18][C:16]([NH:17][C:5]2[N:6]=[CH:7][C:2]([C:24](=[O:25])[CH3:23])=[N:3][CH:4]=2)=[CH:15][CH:14]=1, predict the reactants needed to synthesize it. The reactants are: Cl[C:2]1[CH2:7][N:6](C(=O)C)[CH:5]=[CH:4][N:3]=1.[F:11][C:12]([F:21])([F:20])[C:13]1[CH:19]=[CH:18][C:16]([NH2:17])=[CH:15][CH:14]=1.Cl.[CH3:23][CH2:24][OH:25].